This data is from Full USPTO retrosynthesis dataset with 1.9M reactions from patents (1976-2016). The task is: Predict the reactants needed to synthesize the given product. (1) Given the product [CH2:1]([C:5]1([CH3:30])[C:14]2[C:9](=[CH:10][CH:11]=[CH:12][CH:13]=2)[C:8]([OH:15])=[C:7]([C:16]2[NH:21][C:20]3[CH:22]=[CH:23][C:24]([O:26][CH2:32][C:33]([NH2:35])=[O:34])=[CH:25][C:19]=3[S:18](=[O:28])(=[O:27])[N:17]=2)[C:6]1=[O:29])[CH2:2][CH2:3][CH3:4], predict the reactants needed to synthesize it. The reactants are: [CH2:1]([C:5]1([CH3:30])[C:14]2[C:9](=[CH:10][CH:11]=[CH:12][CH:13]=2)[C:8]([OH:15])=[C:7]([C:16]2[NH:21][C:20]3[CH:22]=[CH:23][C:24]([OH:26])=[CH:25][C:19]=3[S:18](=[O:28])(=[O:27])[N:17]=2)[C:6]1=[O:29])[CH2:2][CH2:3][CH3:4].Br[CH2:32][C:33]([NH2:35])=[O:34].C(=O)([O-])[O-].[Cs+].[Cs+]. (2) Given the product [Cl:1][C:2]1[CH:31]=[C:30]([N:32]2[C:37](=[O:38])[NH:36][C:35](=[O:47])[CH:34]=[N:33]2)[CH:29]=[C:28]([Cl:48])[C:3]=1[O:4][C:5]1[CH:6]=[CH:7][C:8]([OH:26])=[C:9]([NH:11][C:12]([NH:14][C:15]2[CH:20]=[CH:19][C:18]([O:21][C:22]([F:23])([F:24])[F:25])=[CH:17][CH:16]=2)=[O:13])[CH:10]=1, predict the reactants needed to synthesize it. The reactants are: [Cl:1][C:2]1[CH:31]=[C:30]([N:32]2[C:37](=[O:38])[N:36](COCC[Si](C)(C)C)[C:35](=[O:47])[CH:34]=[N:33]2)[CH:29]=[C:28]([Cl:48])[C:3]=1[O:4][C:5]1[CH:6]=[CH:7][C:8]([O:26]C)=[C:9]([NH:11][C:12]([NH:14][C:15]2[CH:20]=[CH:19][C:18]([O:21][C:22]([F:25])([F:24])[F:23])=[CH:17][CH:16]=2)=[O:13])[CH:10]=1.B(Br)(Br)Br.